This data is from Full USPTO retrosynthesis dataset with 1.9M reactions from patents (1976-2016). The task is: Predict the reactants needed to synthesize the given product. (1) The reactants are: [CH2:1]([O:3][C:4](=[O:25])[CH2:5][CH:6]1[O:10][B:9]([OH:11])[C:8]2[CH:12]=[C:13]([O:17][C:18]3[CH:23]=[CH:22][N:21]=[C:20](Cl)[N:19]=3)[CH:14]=[C:15]([CH3:16])[C:7]1=2)[CH3:2].C([O-])([O-])=O.[K+].[K+]. Given the product [CH2:1]([O:3][C:4](=[O:25])[CH2:5][CH:6]1[O:10][B:9]([OH:11])[C:8]2[CH:12]=[C:13]([O:17][C:18]3[CH:23]=[CH:22][N:21]=[CH:20][N:19]=3)[CH:14]=[C:15]([CH3:16])[C:7]1=2)[CH3:2], predict the reactants needed to synthesize it. (2) Given the product [CH3:1][O:2][C:3](=[O:14])[C:4]1[CH:9]=[CH:8][C:7]([NH:28][CH:23]2[CH2:24][CH2:25][CH2:26][CH2:27][CH:22]2[CH3:21])=[C:6]([N+:11]([O-:13])=[O:12])[CH:5]=1, predict the reactants needed to synthesize it. The reactants are: [CH3:1][O:2][C:3](=[O:14])[C:4]1[CH:9]=[CH:8][C:7](F)=[C:6]([N+:11]([O-:13])=[O:12])[CH:5]=1.C(=O)([O-])[O-].[K+].[K+].[CH3:21][CH:22]1[CH2:27][CH2:26][CH2:25][CH2:24][CH:23]1[NH2:28].Cl. (3) Given the product [CH3:1][N:2]1[CH2:7][CH2:6][CH:5]([N:8]2[CH:12]=[C:11]([NH:13][C:14]3[N:19]=[C:18]4[C:17]([N:31]=[CH:32][N:20]4[C:21]4[CH:22]=[C:23]5[C:28](=[CH:29][CH:30]=4)[N:27]=[CH:26][CH:25]=[CH:24]5)=[CH:16][N:15]=3)[CH:10]=[N:9]2)[CH2:4][CH2:3]1, predict the reactants needed to synthesize it. The reactants are: [CH3:1][N:2]1[CH2:7][CH2:6][CH:5]([N:8]2[CH:12]=[C:11]([NH:13][C:14]3[N:19]=[C:18]([NH:20][C:21]4[CH:22]=[C:23]5[C:28](=[CH:29][CH:30]=4)[N:27]=[CH:26][CH:25]=[CH:24]5)[C:17]([NH2:31])=[CH:16][N:15]=3)[CH:10]=[N:9]2)[CH2:4][CH2:3]1.[CH:32](OCC)(OCC)OCC. (4) Given the product [ClH:43].[ClH:43].[CH2:35]([C:19]1[N:18]=[N:17][C:16]([O:15][CH2:14][C@H:11]2[CH2:12][CH2:13][NH:8][CH2:9][C@H:10]2[OH:39])=[CH:21][C:20]=1[C:22]1[CH:27]=[CH:26][C:25]([O:28][CH:29]2[CH2:34][CH2:33][CH2:32][CH2:31][CH2:30]2)=[CH:24][CH:23]=1)[CH2:36][CH2:37][CH3:38], predict the reactants needed to synthesize it. The reactants are: C(OC([N:8]1[CH2:13][CH2:12][C@H:11]([CH2:14][O:15][C:16]2[N:17]=[N:18][C:19]([CH2:35][CH2:36][CH2:37][CH3:38])=[C:20]([C:22]3[CH:27]=[CH:26][C:25]([O:28][CH:29]4[CH2:34][CH2:33][CH2:32][CH2:31][CH2:30]4)=[CH:24][CH:23]=3)[CH:21]=2)[C@H:10]([O:39]COC)[CH2:9]1)=O)(C)(C)C.[ClH:43]. (5) Given the product [NH2:34][C:23]1[C:22]([C:10]2[CH:9]=[CH:8][C:3]([C:4]([O:6][CH3:7])=[O:5])=[C:2]([F:1])[CH:11]=2)=[N:27][C:26]([CH:28]2[CH2:33][CH2:32][O:31][CH2:30][CH2:29]2)=[CH:25][N:24]=1, predict the reactants needed to synthesize it. The reactants are: [F:1][C:2]1[CH:11]=[C:10](B2OC(C)(C)C(C)(C)O2)[CH:9]=[CH:8][C:3]=1[C:4]([O:6][CH3:7])=[O:5].Br[C:22]1[C:23]([NH2:34])=[N:24][CH:25]=[C:26]([CH:28]2[CH2:33][CH2:32][O:31][CH2:30][CH2:29]2)[N:27]=1.COCCOC.C([O-])([O-])=O.[Na+].[Na+].